Dataset: Full USPTO retrosynthesis dataset with 1.9M reactions from patents (1976-2016). Task: Predict the reactants needed to synthesize the given product. (1) The reactants are: [CH3:1][O:2][C:3]1[CH:4]=[C:5]([C:11]2[O:12][C:13]3[C:18]([C:19](=[O:21])[CH:20]=2)=[C:17]([OH:22])[C:16]([I:23])=[C:15]([O:24][CH3:25])[CH:14]=3)[CH:6]=[CH:7][C:8]=1[O:9][CH3:10].[C:26](=O)([O-])[O-].[K+].[K+].COS(OC)(=O)=O. Given the product [CH3:1][O:2][C:3]1[CH:4]=[C:5]([C:11]2[O:12][C:13]3[C:18]([C:19](=[O:21])[CH:20]=2)=[C:17]([O:22][CH3:26])[C:16]([I:23])=[C:15]([O:24][CH3:25])[CH:14]=3)[CH:6]=[CH:7][C:8]=1[O:9][CH3:10], predict the reactants needed to synthesize it. (2) Given the product [C:9]1([CH2:8][N:19]2[CH:23]=[C:22]([C:24]([O:26][CH2:27][CH3:28])=[O:25])[C:21]([C:29]([O:31][CH2:32][CH3:33])=[O:30])=[CH:20]2)[C:18]2[C:13](=[CH:14][CH:15]=[CH:16][CH:17]=2)[CH:12]=[CH:11][CH:10]=1, predict the reactants needed to synthesize it. The reactants are: C(=O)([O-])[O-].[K+].[K+].Cl[CH2:8][C:9]1[C:18]2[C:13](=[CH:14][CH:15]=[CH:16][CH:17]=2)[CH:12]=[CH:11][CH:10]=1.[NH:19]1[CH:23]=[C:22]([C:24]([O:26][CH2:27][CH3:28])=[O:25])[C:21]([C:29]([O:31][CH2:32][CH3:33])=[O:30])=[CH:20]1.Cl.